This data is from Forward reaction prediction with 1.9M reactions from USPTO patents (1976-2016). The task is: Predict the product of the given reaction. (1) Given the reactants Cl[C:2]1[CH:7]=[N:6][CH:5]=[CH:4][N:3]=1.[NH:8]1[CH2:12][CH2:11][CH2:10][CH2:9]1.NC1C=NC=CN=1, predict the reaction product. The product is: [N:8]1([C:2]2[CH:7]=[N:6][CH:5]=[CH:4][N:3]=2)[CH2:12][CH2:11][CH2:10][CH2:9]1. (2) Given the reactants [Br:1][C:2]1[C:3]([CH3:9])=[N:4][C:5](I)=[CH:6][CH:7]=1.[C:10](#[N:12])C.[Cu](C#N)C#N.[C-]#N.[Na+], predict the reaction product. The product is: [Br:1][C:2]1[CH:7]=[CH:6][C:5]([C:10]#[N:12])=[N:4][C:3]=1[CH3:9]. (3) Given the reactants [Cl:1][C:2]1[CH:9]=[C:8]([OH:10])[CH:7]=[CH:6][C:3]=1[CH:4]=[O:5].C([O-])([O-])=O.[K+].[K+].F[C:18]1[CH:25]=[CH:24][C:21]([C:22]#[N:23])=[CH:20][CH:19]=1, predict the reaction product. The product is: [Cl:1][C:2]1[CH:9]=[C:8]([CH:7]=[CH:6][C:3]=1[CH:4]=[O:5])[O:10][C:18]1[CH:25]=[CH:24][C:21]([C:22]#[N:23])=[CH:20][CH:19]=1. (4) Given the reactants [CH3:1][N:2]1[C:6]2[CH:7]=[N:8][C:9]3[CH:10]=[CH:11][C:12](B4OC(C)(C)C(C)(C)O4)=[CH:13][C:14]=3[C:5]=2[N:4]([C:24]2[C:25]([CH3:30])=[N:26][CH:27]=[CH:28][CH:29]=2)[C:3]1=[O:31].Br[C:33]1[CH:34]=[C:35]([O:44][CH3:45])[C:36]([CH:39]([O:42][CH3:43])[O:40][CH3:41])=[N:37][CH:38]=1, predict the reaction product. The product is: [CH3:41][O:40][CH:39]([O:42][CH3:43])[C:36]1[N:37]=[CH:38][C:33]([C:12]2[CH:11]=[CH:10][C:9]3[N:8]=[CH:7][C:6]4[N:2]([CH3:1])[C:3](=[O:31])[N:4]([C:24]5[C:25]([CH3:30])=[N:26][CH:27]=[CH:28][CH:29]=5)[C:5]=4[C:14]=3[CH:13]=2)=[CH:34][C:35]=1[O:44][CH3:45]. (5) Given the reactants [Cl:1][C:2]1[C:3]([NH:29][C:30]2[CH:34]=[C:33]([CH3:35])[N:32](C3CCCCO3)[N:31]=2)=[N:4][C:5]([NH:8][C:9]2[N:14]=[CH:13][C:12]([CH:15]3[CH2:20][CH2:19][N:18](C(OC(C)(C)C)=O)[CH2:17][CH2:16]3)=[C:11]([CH3:28])[CH:10]=2)=[N:6][CH:7]=1.C(O)(C(F)(F)F)=O, predict the reaction product. The product is: [Cl:1][C:2]1[C:3]([NH:29][C:30]2[CH:34]=[C:33]([CH3:35])[NH:32][N:31]=2)=[N:4][C:5]([NH:8][C:9]2[CH:10]=[C:11]([CH3:28])[C:12]([CH:15]3[CH2:16][CH2:17][NH:18][CH2:19][CH2:20]3)=[CH:13][N:14]=2)=[N:6][CH:7]=1. (6) The product is: [C:8]1([S:14]([OH:17])(=[O:16])=[O:15])[CH:13]=[CH:12][CH:11]=[CH:10][CH:9]=1. Given the reactants CC1CCCO1.O.[C:8]1([S:14]([OH:17])(=[O:16])=[O:15])[CH:13]=[CH:12][CH:11]=[CH:10][CH:9]=1, predict the reaction product.